Dataset: Forward reaction prediction with 1.9M reactions from USPTO patents (1976-2016). Task: Predict the product of the given reaction. (1) Given the reactants [CH2:1]([O:8][C:9]1[CH:14]=[CH:13][N:12]([CH2:15][CH2:16][C:17]2[CH:26]=[C:25]3[C:20]([CH2:21][CH2:22][NH:23][CH2:24]3)=[CH:19][CH:18]=2)[C:11](=[O:27])[CH:10]=1)[C:2]1[CH:7]=[CH:6][CH:5]=[CH:4][CH:3]=1.C=O.[C:30](O[BH-](OC(=O)C)OC(=O)C)(=O)C.[Na+].C([O-])([O-])=O.[Na+].[Na+], predict the reaction product. The product is: [CH2:1]([O:8][C:9]1[CH:14]=[CH:13][N:12]([CH2:15][CH2:16][C:17]2[CH:26]=[C:25]3[C:20]([CH2:21][CH2:22][N:23]([CH3:30])[CH2:24]3)=[CH:19][CH:18]=2)[C:11](=[O:27])[CH:10]=1)[C:2]1[CH:3]=[CH:4][CH:5]=[CH:6][CH:7]=1. (2) Given the reactants C1(P(C2C=CC=CC=2)C2C=CC=CC=2)C=CC=CC=1.N(/C(OC(C)C)=O)=N\C(OC(C)C)=O.[C:34]([O:37][CH2:38][C:39]1[NH:40][CH:41]=[C:42]([O:46][CH2:47][C:48]2[CH:53]=[CH:52][C:51]([O:54][CH3:55])=[CH:50][CH:49]=2)[C:43](=[O:45])[CH:44]=1)(=[O:36])[CH3:35].[CH2:56](O)[C:57]1[CH:62]=[CH:61][CH:60]=[CH:59][CH:58]=1, predict the reaction product. The product is: [C:34]([O:37][CH2:38][C:39]1[CH:44]=[C:43]([O:45][CH2:56][C:57]2[CH:62]=[CH:61][CH:60]=[CH:59][CH:58]=2)[C:42]([O:46][CH2:47][C:48]2[CH:49]=[CH:50][C:51]([O:54][CH3:55])=[CH:52][CH:53]=2)=[CH:41][N:40]=1)(=[O:36])[CH3:35]. (3) Given the reactants [K+].[Br-].C([CH2:6][CH2:7][C:8]1[CH:16]=[CH:15][C:14](OC)=[CH:13][C:9]=1[C:10]([OH:12])=O)(O)=O.[Al+3].[Cl-].[Cl-].[Cl-].[Na+].[Cl-].Cl, predict the reaction product. The product is: [C:10]1(=[O:12])[C:9]2[C:8](=[CH:16][CH:15]=[CH:14][CH:13]=2)[CH2:7][CH2:6]1. (4) Given the reactants [N+:1]([C:4]1[CH:21]=[CH:20][CH:19]=[CH:18][C:5]=1[CH:6]=[C:7]([C:13]([O:15][CH2:16][CH3:17])=[O:14])[C:8](OCC)=[O:9])([O-])=O.C(O)(=O)C.C(OCC)(=O)C, predict the reaction product. The product is: [O:9]=[C:8]1[C:7]([C:13]([O:15][CH2:16][CH3:17])=[O:14])=[CH:6][C:5]2[C:4](=[CH:21][CH:20]=[CH:19][CH:18]=2)[NH:1]1. (5) The product is: [ClH:23].[CH3:22][N:3]([CH3:2])[CH:4]1[CH2:9][CH2:8][N:7]([C:10](=[O:21])[CH2:11][CH2:12][C:13]2[N:14]([CH2:18][CH2:19][OH:20])[CH:15]=[CH:16][N:17]=2)[CH2:6][CH2:5]1. Given the reactants Cl.[CH3:2][N:3]([CH3:22])[CH:4]1[CH2:9][CH2:8][N:7]([C:10](=[O:21])[CH2:11][CH2:12][C:13]2[N:14]([CH2:18][CH2:19][OH:20])[CH:15]=[CH:16][N:17]=2)[CH2:6][CH2:5]1.[Cl:23]CCl, predict the reaction product.